Dataset: Reaction yield outcomes from USPTO patents with 853,638 reactions. Task: Predict the reaction yield, written as a fraction of the theoretical maximum amount of product (1.0 means a 100% yield; for example, 0.34 means a 34% yield). (1) The reactants are O1CCCC1.[Cl:6][C:7]1[C:8]([C:13]2[CH:14]=[C:15]3[C:19](=[CH:20][CH:21]=2)[NH:18][N:17]=[C:16]3[NH2:22])=[N:9][CH:10]=[CH:11][CH:12]=1.C(N(CC)CC)C.[C:30](O[C:30]([O:32][C:33]([CH3:36])([CH3:35])[CH3:34])=[O:31])([O:32][C:33]([CH3:36])([CH3:35])[CH3:34])=[O:31]. The catalyst is CN(C)C1C=CN=CC=1.C(OCC)(=O)C. The product is [NH2:22][C:16]1[C:15]2[C:19](=[CH:20][CH:21]=[C:13]([C:8]3[C:7]([Cl:6])=[CH:12][CH:11]=[CH:10][N:9]=3)[CH:14]=2)[N:18]([C:30]([O:32][C:33]([CH3:36])([CH3:35])[CH3:34])=[O:31])[N:17]=1. The yield is 0.650. (2) The reactants are [CH:1]1([CH2:4][N:5]2[C:10](=[O:11])[C:9]([CH2:12]OS(C)(=O)=O)=[CH:8][C:7]([C:18]3[CH:23]=[CH:22][C:21]([S:24]([CH3:27])(=[O:26])=[O:25])=[CH:20][CH:19]=3)=[N:6]2)[CH2:3][CH2:2]1.[NH:28]([CH2:32]CO)[CH2:29]CO. No catalyst specified. The product is [CH:1]1([CH2:4][N:5]2[C:10](=[O:11])[C:9]([CH2:12][N:28]([CH3:32])[CH3:29])=[CH:8][C:7]([C:18]3[CH:23]=[CH:22][C:21]([S:24]([CH3:27])(=[O:26])=[O:25])=[CH:20][CH:19]=3)=[N:6]2)[CH2:3][CH2:2]1. The yield is 0.656. (3) The reactants are [CH3:1][O:2][C:3]([CH:5]1[CH2:10][NH:9][CH2:8][CH2:7][N:6]1[C:11]([O:13][C:14]([CH3:17])([CH3:16])[CH3:15])=[O:12])=[O:4].[Br:18][C:19]1[CH:24]=[CH:23][C:22]([S:25](Cl)(=[O:27])=[O:26])=[CH:21][CH:20]=1. The product is [Br:18][C:19]1[CH:24]=[CH:23][C:22]([S:25]([N:9]2[CH2:8][CH2:7][N:6]([C:11]([O:13][C:14]([CH3:17])([CH3:16])[CH3:15])=[O:12])[CH:5]([C:3]([O:2][CH3:1])=[O:4])[CH2:10]2)(=[O:27])=[O:26])=[CH:21][CH:20]=1. The yield is 0.900. The catalyst is C(Cl)Cl.